From a dataset of Forward reaction prediction with 1.9M reactions from USPTO patents (1976-2016). Predict the product of the given reaction. (1) Given the reactants [CH2:1]([CH:5]1[CH2:8][CH:7]([C:9]([O:11]CC)=[O:10])[CH:6]1N1CCCCC1)[CH:2]([CH3:4])[CH3:3].C1(C)C=CC(S(OC)(=O)=O)=CC=1, predict the reaction product. The product is: [CH2:1]([CH:5]1[CH2:8][C:7]([C:9]([OH:11])=[O:10])=[CH:6]1)[CH:2]([CH3:4])[CH3:3]. (2) Given the reactants [Cl:1][C:2]1[C:20]([CH3:21])=[C:19]([Cl:22])[CH:18]=[CH:17][C:3]=1[O:4][CH:5]1[CH2:10][CH2:9][N:8]([CH2:11][C@H:12]([OH:16])[CH2:13][NH:14][CH3:15])[CH2:7][CH2:6]1.[O:23]=[C:24]1[NH:28][C:27]([C:29]([F:32])([F:31])[F:30])=[C:26]([C:33]([OH:35])=O)[S:25]1, predict the reaction product. The product is: [Cl:1][C:2]1[C:20]([CH3:21])=[C:19]([Cl:22])[CH:18]=[CH:17][C:3]=1[O:4][CH:5]1[CH2:10][CH2:9][N:8]([CH2:11][C@H:12]([OH:16])[CH2:13][N:14]([CH3:15])[C:33]([C:26]2[S:25][C:24](=[O:23])[NH:28][C:27]=2[C:29]([F:30])([F:31])[F:32])=[O:35])[CH2:7][CH2:6]1. (3) Given the reactants CCN(C(C)C)C(C)C.[F:10][C:11]1[CH:12]=[CH:13][C:14]([C:20]([F:23])([F:22])[F:21])=[C:15]([CH:19]=1)[C:16]([OH:18])=O.C1C=CC2N(O)N=NC=2C=1.CCN=C=NCCCN(C)C.Cl.[O:46]=[C:47]([N:64]1[CH2:69][CH2:68][NH:67][CH2:66][CH2:65]1)[CH2:48][NH:49][C:50]([C:52]1[CH:57]=[CH:56][C:55]([C:58]2[CH:63]=[CH:62][CH:61]=[CH:60][CH:59]=2)=[CH:54][CH:53]=1)=[O:51], predict the reaction product. The product is: [F:10][C:11]1[CH:12]=[CH:13][C:14]([C:20]([F:23])([F:22])[F:21])=[C:15]([CH:19]=1)[C:16]([N:67]1[CH2:66][CH2:65][N:64]([C:47](=[O:46])[CH2:48][NH:49][C:50]([C:52]2[CH:57]=[CH:56][C:55]([C:58]3[CH:63]=[CH:62][CH:61]=[CH:60][CH:59]=3)=[CH:54][CH:53]=2)=[O:51])[CH2:69][CH2:68]1)=[O:18]. (4) Given the reactants [Br:1][C:2]1[CH:3]=[C:4]([NH2:8])[CH:5]=[N:6][CH:7]=1.C(O[CH:12]=[C:13]([C:19]([O:21][CH2:22][CH3:23])=[O:20])[C:14]([O:16][CH2:17][CH3:18])=[O:15])C, predict the reaction product. The product is: [Br:1][C:2]1[CH:3]=[C:4]([NH:8][CH:12]=[C:13]([C:14]([O:16][CH2:17][CH3:18])=[O:15])[C:19]([O:21][CH2:22][CH3:23])=[O:20])[CH:5]=[N:6][CH:7]=1. (5) Given the reactants [H-].[H-].[H-].[H-].[Li+].[Al+3].[Cl:7][C:8]1[CH:9]=[C:10]([CH:14]=[CH:15][C:16]([NH2:18])=O)[CH:11]=[CH:12][CH:13]=1, predict the reaction product. The product is: [Cl:7][C:8]1[CH:9]=[C:10]([CH2:14][CH2:15][CH2:16][NH2:18])[CH:11]=[CH:12][CH:13]=1. (6) Given the reactants N[C:2]1[CH:18]=[CH:17][C:5]2[N:6]=[C:7](NC3C=CC(Br)=CC=3)[NH:8][C:4]=2[CH:3]=1.[H-].[Na+].CN(C)C=[O:24], predict the reaction product. The product is: [N:6]1[CH:3]=[CH:2][CH:18]=[CH:17][C:5]=1[C:4]([NH:8][CH3:7])=[O:24]. (7) Given the reactants [C:1]([N:5]1[C:9]([CH2:10][CH2:11][CH3:12])=[CH:8][C:7]([CH2:13][CH2:14][CH:15]=O)=[N:6]1)([CH3:4])([CH3:3])[CH3:2].[CH3:17][O:18][C:19]1[CH:24]=[CH:23][C:22]([N:25]2[CH2:30][CH2:29][NH:28][CH2:27][CH2:26]2)=[CH:21][CH:20]=1.CCN(C(C)C)C(C)C.[BH-](OC(C)=O)(OC(C)=O)OC(C)=O.[Na+], predict the reaction product. The product is: [C:1]([N:5]1[C:9]([CH2:10][CH2:11][CH3:12])=[CH:8][C:7]([CH2:13][CH2:14][CH2:15][N:28]2[CH2:27][CH2:26][N:25]([C:22]3[CH:21]=[CH:20][C:19]([O:18][CH3:17])=[CH:24][CH:23]=3)[CH2:30][CH2:29]2)=[N:6]1)([CH3:2])([CH3:3])[CH3:4].